Dataset: Reaction yield outcomes from USPTO patents with 853,638 reactions. Task: Predict the reaction yield, written as a fraction of the theoretical maximum amount of product (1.0 means a 100% yield; for example, 0.34 means a 34% yield). (1) The reactants are Cl.CN(C)CCCN=C=NCC.CN(C=O)C.[CH3:18][N:19]1[C:27]2[C:22](=[CH:23][CH:24]=[CH:25][CH:26]=2)[C:21]([CH3:28])=[C:20]1[C:29]([OH:31])=O.[NH2:32][C@H:33]([C:37]([NH:39][CH:40]([CH:49]([OH:52])[CH2:50][F:51])[CH2:41][C:42]([O:44][C:45]([CH3:48])([CH3:47])[CH3:46])=[O:43])=[O:38])[CH:34]([CH3:36])[CH3:35]. The catalyst is CN(C)C1C=CN=CC=1.C(Cl)Cl. The product is [CH3:18][N:19]1[C:27]2[C:22](=[CH:23][CH:24]=[CH:25][CH:26]=2)[C:21]([CH3:28])=[C:20]1[C:29]([NH:32][C@H:33]([C:37]([NH:39][CH:40]([CH:49]([OH:52])[CH2:50][F:51])[CH2:41][C:42]([O:44][C:45]([CH3:46])([CH3:47])[CH3:48])=[O:43])=[O:38])[CH:34]([CH3:35])[CH3:36])=[O:31]. The yield is 0.560. (2) The reactants are [C:1]([C:3]1[C:12]2[C:7](=[CH:8][CH:9]=[CH:10][CH:11]=2)[C:6]([NH:13][C@H:14]([C@@H:27]([OH:29])[CH3:28])[C:15]([NH:17][NH:18][C:19](=O)[C:20]2[CH:25]=[CH:24][CH:23]=[CH:22][CH:21]=2)=[O:16])=[CH:5][CH:4]=1)#[N:2].CCN(P1(N(C)CCCN1C)=NC(C)(C)C)CC. The catalyst is C1COCC1. The product is [OH:29][C@@H:27]([CH3:28])[C@@H:14]([NH:13][C:6]1[C:7]2[C:12](=[CH:11][CH:10]=[CH:9][CH:8]=2)[C:3]([C:1]#[N:2])=[CH:4][CH:5]=1)[C:15]1[O:16][C:19]([C:20]2[CH:21]=[CH:22][CH:23]=[CH:24][CH:25]=2)=[N:18][N:17]=1. The yield is 0.280. (3) The reactants are [CH3:1][C:2]([C:6]1[NH:7][C:8]2[C:13]([CH:14]=1)=[CH:12][C:11]([N+:15]([O-])=O)=[CH:10][CH:9]=2)([CH3:5])[CH2:3][OH:4].O.O.[Sn](Cl)(Cl)(Cl)Cl. The yield is 0.980. The catalyst is C(O)C.C(OCC)(=O)C.O. The product is [NH2:15][C:11]1[CH:12]=[C:13]2[C:8](=[CH:9][CH:10]=1)[NH:7][C:6]([C:2]([CH3:5])([CH3:1])[CH2:3][OH:4])=[CH:14]2. (4) The reactants are [Cl:1][C:2]1[N:10]=[C:9]2[C:5]([NH:6][CH:7]=[N:8]2)=[C:4]([Cl:11])[N:3]=1.[F:12][C:13]1[CH:14]=[C:15](B(O)O)[CH:16]=[CH:17][CH:18]=1.C(N(CC)CC)C. The catalyst is ClCCl. The product is [Cl:1][C:2]1[N:10]=[C:9]2[C:5]([N:6]=[CH:7][N:8]2[C:17]2[CH:16]=[CH:15][CH:14]=[C:13]([F:12])[CH:18]=2)=[C:4]([Cl:11])[N:3]=1. The yield is 0.180. (5) The reactants are [N:1]12[CH2:8][CH2:7][CH:4]([CH2:5][CH2:6]1)[C:3](=[O:9])[CH2:2]2.[CH:10](=O)[C:11]1[CH:16]=[CH:15][CH:14]=[CH:13][CH:12]=1.[OH-].[Na+]. The catalyst is C(O)C. The product is [CH:10](=[C:2]1/[N:1]2[CH2:8][CH2:7][CH:4]([C:3]/1=[O:9])[CH2:5][CH2:6]2)/[C:11]1[CH:16]=[CH:15][CH:14]=[CH:13][CH:12]=1. The yield is 0.912.